From a dataset of Full USPTO retrosynthesis dataset with 1.9M reactions from patents (1976-2016). Predict the reactants needed to synthesize the given product. (1) The reactants are: [CH:1]1([N:7]2[C:12]3[N:13]=[C:14]([NH:18][CH2:19][CH3:20])[N:15]=[C:16]([CH3:17])[C:11]=3[CH:10]=[CH:9][C:8]2=[O:21])[CH2:6][CH2:5][CH2:4][CH2:3][CH2:2]1.[Br:22]Br. Given the product [Br:22][C:9]1[C:8](=[O:21])[N:7]([CH:1]2[CH2:2][CH2:3][CH2:4][CH2:5][CH2:6]2)[C:12]2[N:13]=[C:14]([NH:18][CH2:19][CH3:20])[N:15]=[C:16]([CH3:17])[C:11]=2[CH:10]=1, predict the reactants needed to synthesize it. (2) Given the product [C:35]([C:2]1[N:7]=[C:6]2[N:8]([CH2:11][C:12]3[CH:17]=[CH:16][CH:15]=[C:14]([O:18][CH2:19][CH3:20])[CH:13]=3)[N:9]=[CH:10][C:5]2=[C:4]([N:21]2[CH2:26][CH2:25][N:24]([C:27]([O:29][C:30]([CH3:33])([CH3:32])[CH3:31])=[O:28])[CH2:23][CH2:22]2)[N:3]=1)#[N:36], predict the reactants needed to synthesize it. The reactants are: Cl[C:2]1[N:7]=[C:6]2[N:8]([CH2:11][C:12]3[CH:17]=[CH:16][CH:15]=[C:14]([O:18][CH2:19][CH3:20])[CH:13]=3)[N:9]=[CH:10][C:5]2=[C:4]([N:21]2[CH2:26][CH2:25][N:24]([C:27]([O:29][C:30]([CH3:33])([CH3:32])[CH3:31])=[O:28])[CH2:23][CH2:22]2)[N:3]=1.[O-][C:35]#[N:36].[Na+].C(=O)([O-])O.[Na+]. (3) Given the product [Br:1][C:2]1[CH:14]=[CH:13][C:5]([O:6][C@@H:7]2[CH2:11][O:10][CH2:9][C@@H:8]2[NH:12][S:29]([CH:27]([CH3:28])[CH3:26])(=[O:31])=[O:30])=[CH:4][CH:3]=1, predict the reactants needed to synthesize it. The reactants are: [Br:1][C:2]1[CH:14]=[CH:13][C:5]([O:6][C@@H:7]2[CH2:11][O:10][CH2:9][C@@H:8]2[NH2:12])=[CH:4][CH:3]=1.N12CCCN=C1CCCCC2.[CH3:26][CH:27]([S:29](Cl)(=[O:31])=[O:30])[CH3:28].O. (4) Given the product [I:1][C:2]1[N:7]=[N:6][C:5]([N:8]([CH2:12][C:13]2[CH:18]=[CH:17][C:16]([O:19][CH3:20])=[CH:15][CH:14]=2)[CH2:12][C:13]2[CH:18]=[CH:17][C:16]([O:19][CH3:20])=[CH:15][CH:14]=2)=[CH:4][CH:3]=1, predict the reactants needed to synthesize it. The reactants are: [I:1][C:2]1[N:7]=[N:6][C:5]([NH2:8])=[CH:4][CH:3]=1.[H-].[Na+].Cl[CH2:12][C:13]1[CH:18]=[CH:17][C:16]([O:19][CH3:20])=[CH:15][CH:14]=1. (5) Given the product [Br:1][C:2]1[C:10]2[NH:9][CH:8]=[N:7][C:6]=2[CH:5]=[CH:4][C:3]=1[NH:11][C:8]1[NH:9][CH2:10][CH2:6][N:7]=1, predict the reactants needed to synthesize it. The reactants are: [Br:1][C:2]1[C:10]2[NH:9][CH:8]=[N:7][C:6]=2[CH:5]=[CH:4][C:3]=1[NH2:11]. (6) Given the product [CH3:18][C:19]1[C:20]([N:27]2[CH2:28][CH2:29][N:30]([C:3]([C:4]3[CH:9]=[CH:8][C:7]([N:10]4[CH2:14][CH2:13][O:12][C:11]4=[O:15])=[N:6][CH:5]=3)=[O:16])[CH2:31][CH2:32]2)=[N:21][C:22]([CH3:26])=[C:23]([CH3:25])[CH:24]=1, predict the reactants needed to synthesize it. The reactants are: CO[C:3](=[O:16])[C:4]1[CH:9]=[CH:8][C:7]([N:10]2[CH2:14][CH2:13][O:12][C:11]2=[O:15])=[N:6][CH:5]=1.Cl.[CH3:18][C:19]1[C:20]([N:27]2[CH2:32][CH2:31][NH:30][CH2:29][CH2:28]2)=[N:21][C:22]([CH3:26])=[C:23]([CH3:25])[CH:24]=1.